From a dataset of Forward reaction prediction with 1.9M reactions from USPTO patents (1976-2016). Predict the product of the given reaction. (1) The product is: [Cl:21][C:17]1[CH:16]=[C:15]([C:9]2([C:6]3[CH:7]=[CH:8][C:3]([C:30]4[CH:31]=[N:32][NH:33][CH:34]=4)=[CH:4][CH:5]=3)[CH2:14][CH2:13][NH:12][CH2:11][CH2:10]2)[CH:20]=[CH:19][CH:18]=1. Given the reactants Cl.Br[C:3]1[CH:8]=[CH:7][C:6]([C:9]2([C:15]3[CH:20]=[CH:19][CH:18]=[C:17]([Cl:21])[CH:16]=3)[CH2:14][CH2:13][NH:12][CH2:11][CH2:10]2)=[CH:5][CH:4]=1.CC1(C)C(C)(C)OB([C:30]2[CH:31]=[N:32][NH:33][CH:34]=2)O1.C(=O)([O-])[O-].[K+].[K+], predict the reaction product. (2) Given the reactants Br[CH2:2][CH2:3][CH2:4][O:5][C:6]1[CH:11]=[CH:10][C:9]([CH2:12][CH:13]([O:17][CH3:18])[C:14]([OH:16])=[O:15])=[CH:8][C:7]=1[O:19][CH3:20].[CH2:21]([O:25][C:26]1[CH:31]=[CH:30][C:29]([OH:32])=[CH:28][CH:27]=1)[CH2:22][CH2:23][CH3:24], predict the reaction product. The product is: [CH2:21]([O:25][C:26]1[CH:27]=[CH:28][C:29]([O:32][CH2:2][CH2:3][CH2:4][O:5][C:6]2[CH:11]=[CH:10][C:9]([CH2:12][CH:13]([O:17][CH3:18])[C:14]([OH:16])=[O:15])=[CH:8][C:7]=2[O:19][CH3:20])=[CH:30][CH:31]=1)[CH2:22][CH2:23][CH3:24]. (3) Given the reactants C([Sn](CCCC)(CCCC)[C:6]1[CH:11]=[CH:10][N:9]=[CH:8][CH:7]=1)CCC.Br[C:21]1[CH:22]=[C:23]2[C:27](=[CH:28][CH:29]=1)[C:26](=[O:30])[N:25]([CH2:31][C:32]1[CH:37]=[CH:36][C:35]([CH3:38])=[CH:34][CH:33]=1)[CH2:24]2, predict the reaction product. The product is: [CH3:38][C:35]1[CH:34]=[CH:33][C:32]([CH2:31][N:25]2[CH2:24][C:23]3[C:27](=[CH:28][CH:29]=[C:21]([C:8]4[CH:7]=[CH:6][CH:11]=[CH:10][N:9]=4)[CH:22]=3)[C:26]2=[O:30])=[CH:37][CH:36]=1. (4) Given the reactants OC1N=C(NC(C2C=NN3C=CC(C4C=CC=CC=4OC(F)(F)F)=NC=23)=O)C=CC=1.[OH:31][C:32]1[N:37]=[C:36]([NH:38][C:39]([C:41]2[C:42](C)=[N:43][N:44]3[CH:49]=[CH:48][C:47]([C:50]4[CH:55]=[CH:54][CH:53]=[CH:52][C:51]=4[C:56]([F:59])([F:58])[F:57])=[N:46][C:45]=23)=[O:40])[CH:35]=[CH:34][CH:33]=1.OC1N=CN=C(NC(C2C=NN3C=CC(C4C=CC=CC=4OC(F)(F)F)=NC=23)=O)C=1.OC1N=CC(C(NC2C=NN3C=CC(C4C=CC=CC=4C(F)(F)F)=NC=23)=O)=NC=1.OC1C=C(NC(C2C=NN3C=CC(C4C=CC=CC=4OC(F)(F)F)=NC=23)=O)C=CN=1, predict the reaction product. The product is: [OH:31][C:32]1[N:37]=[C:36]([NH:38][C:39]([C:41]2[CH:42]=[N:43][N:44]3[CH:49]=[CH:48][C:47]([C:50]4[CH:55]=[CH:54][CH:53]=[CH:52][C:51]=4[C:56]([F:59])([F:58])[F:57])=[N:46][C:45]=23)=[O:40])[CH:35]=[CH:34][CH:33]=1. (5) Given the reactants [CH:1]1([CH2:7][NH:8][C:9]2[O:10][C:11]3[CH:17]=[C:16]([O:18][C:19]4[CH:24]=[CH:23][N:22]=[C:21]([C:25]([OH:27])=O)[CH:20]=4)[CH:15]=[CH:14][C:12]=3[N:13]=2)[CH2:6][CH2:5][CH2:4][CH2:3][CH2:2]1.F[P-](F)(F)(F)(F)F.[N:35]1(O[P+](N(C)C)(N(C)C)N(C)C)C2C=CC=CC=2N=[N:36]1.C(OC(C)(C)C)(=O)NN, predict the reaction product. The product is: [CH:1]1([CH2:7][NH:8][C:9]2[O:10][C:11]3[CH:17]=[C:16]([O:18][C:19]4[CH:24]=[CH:23][N:22]=[C:21]([C:25]([NH:35][NH2:36])=[O:27])[CH:20]=4)[CH:15]=[CH:14][C:12]=3[N:13]=2)[CH2:6][CH2:5][CH2:4][CH2:3][CH2:2]1. (6) Given the reactants [C:1]([N:8]1[CH:12]=[CH:11]N=[CH:9]1)(N1C=CN=C1)=O.[Cl-].[Mg+2].[Cl-].[C:16]([O:22][CH3:23])(=[O:21])[CH2:17][C:18]([O-:20])=O.[K+].[C:25]([O-:37])(=O)[CH2:26][C:27]([CH2:32][C:33]([O-])=O)([C:29]([O-])=O)O.[Na+].[Na+].[Na+].[C:45](O[CH2:45][CH3:46])(=O)[CH3:46].[CH3:47][CH2:48][CH2:49][CH2:47][CH2:48][CH3:49], predict the reaction product. The product is: [O:20]=[C:18]([CH2:33][CH2:32][C:27]1[CH:29]=[CH:49][CH:48]=[CH:47][C:26]=1[CH2:25][O:37][CH2:11][CH2:12][N:8]1[CH2:1][CH2:46][CH2:45][CH2:9]1)[CH2:17][C:16]([O:22][CH3:23])=[O:21]. (7) Given the reactants [NH2:1][C@H:2]1[CH2:6][CH2:5][N:4]([C:7]([O:9][C:10]([CH3:13])([CH3:12])[CH3:11])=[O:8])[CH2:3]1.[C:14]1(=O)[CH2:19][CH2:18][CH2:17][CH2:16][CH2:15]1, predict the reaction product. The product is: [CH:14]1([NH:1][C@H:2]2[CH2:6][CH2:5][N:4]([C:7]([O:9][C:10]([CH3:13])([CH3:12])[CH3:11])=[O:8])[CH2:3]2)[CH2:19][CH2:18][CH2:17][CH2:16][CH2:15]1.